From a dataset of Catalyst prediction with 721,799 reactions and 888 catalyst types from USPTO. Predict which catalyst facilitates the given reaction. (1) Reactant: [O:1]1[CH2:6][CH2:5][CH:4]([NH2:7])[CH2:3][CH2:2]1.C(N(CC)CC)C.Cl[C:16]1[C:21]([N+:22]([O-:24])=[O:23])=[CH:20][CH:19]=[C:18]([Cl:25])[N:17]=1. Product: [Cl:25][C:18]1[N:17]=[C:16]([NH:7][CH:4]2[CH2:5][CH2:6][O:1][CH2:2][CH2:3]2)[C:21]([N+:22]([O-:24])=[O:23])=[CH:20][CH:19]=1. The catalyst class is: 22. (2) Reactant: [O:1]1[C:5]2[CH:6]=[CH:7][C:8]([C:10]3([C:13]([NH:15][C:16]4[N:21]=[C:20]([C:22]5[C:23]([O:28]C)=[N:24][CH:25]=[CH:26][CH:27]=5)[C:19]([CH3:30])=[C:18]([CH3:31])[CH:17]=4)=[O:14])[CH2:12][CH2:11]3)=[CH:9][C:4]=2[CH2:3][CH2:2]1.[Si](I)(C)(C)C.CO.C(OCC)(=O)C. Product: [O:1]1[C:5]2[CH:6]=[CH:7][C:8]([C:10]3([C:13]([NH:15][C:16]4[CH:17]=[C:18]([CH3:31])[C:19]([CH3:30])=[C:20]([C:22]5[C:23](=[O:28])[NH:24][CH:25]=[CH:26][CH:27]=5)[N:21]=4)=[O:14])[CH2:12][CH2:11]3)=[CH:9][C:4]=2[CH2:3][CH2:2]1. The catalyst class is: 23. (3) Reactant: [F:1][CH:2]([F:13])[C:3]1[CH:8]=[CH:7][C:6]([F:9])=[CH:5][C:4]=1[C:10](=[O:12])[CH3:11].[BH4-].[Na+]. Product: [F:13][CH:2]([F:1])[C:3]1[CH:8]=[CH:7][C:6]([F:9])=[CH:5][C:4]=1[CH:10]([OH:12])[CH3:11]. The catalyst class is: 8. (4) Reactant: C[Si]([C:5]#[C:6][C:7]1[N:11]2[N:12]=[CH:13][CH:14]=[CH:15][C:10]2=[N:9][CH:8]=1)(C)C.[F-].C([N+](CCCC)(CCCC)CCCC)CCC. Product: [C:6]([C:7]1[N:11]2[N:12]=[CH:13][CH:14]=[CH:15][C:10]2=[N:9][CH:8]=1)#[CH:5]. The catalyst class is: 1. (5) Reactant: I[C:2]1[N:3]=[CH:4][N:5]([C:7]([C:20]2[CH:25]=[CH:24][CH:23]=[CH:22][CH:21]=2)([C:14]2[CH:19]=[CH:18][CH:17]=[CH:16][CH:15]=2)[C:8]2[CH:13]=[CH:12][CH:11]=[CH:10][CH:9]=2)[CH:6]=1.C([Mg]Br)C.[N:30]1[C:39]2[C:34](=[CH:35][CH:36]=[CH:37][C:38]=2[CH:40]=[O:41])[CH:33]=[CH:32][CH:31]=1. Product: [N:30]1[C:39]2[C:34](=[CH:35][CH:36]=[CH:37][C:38]=2[CH:40]([C:6]2[N:5]([C:7]([C:14]3[CH:19]=[CH:18][CH:17]=[CH:16][CH:15]=3)([C:8]3[CH:9]=[CH:10][CH:11]=[CH:12][CH:13]=3)[C:20]3[CH:25]=[CH:24][CH:23]=[CH:22][CH:21]=3)[CH:4]=[N:3][CH:2]=2)[OH:41])[CH:33]=[CH:32][CH:31]=1. The catalyst class is: 4. (6) Reactant: [H-].[Na+].[F:3][C:4]1[CH:12]=[C:11]([OH:13])[CH:10]=[CH:9][C:5]=1[C:6]([OH:8])=[O:7].[CH2:14](Br)[C:15]1[CH:20]=[CH:19][CH:18]=[CH:17][CH:16]=1. Product: [CH2:14]([O:13][C:11]1[CH:10]=[CH:9][C:5]([C:6]([O:8][CH2:6][C:5]2[CH:9]=[CH:10][CH:11]=[CH:12][CH:4]=2)=[O:7])=[C:4]([F:3])[CH:12]=1)[C:15]1[CH:20]=[CH:19][CH:18]=[CH:17][CH:16]=1. The catalyst class is: 3.